This data is from Full USPTO retrosynthesis dataset with 1.9M reactions from patents (1976-2016). The task is: Predict the reactants needed to synthesize the given product. (1) Given the product [OH:20][NH:19][C:15](=[O:17])/[CH:14]=[CH:13]/[C:8]1[CH:9]=[CH:10][CH:11]=[CH:12][C:7]=1[N:1]1[CH2:6][CH2:5][CH2:4][CH2:3][CH2:2]1, predict the reactants needed to synthesize it. The reactants are: [N:1]1([C:7]2[CH:12]=[CH:11][CH:10]=[CH:9][C:8]=2/[CH:13]=[CH:14]/[C:15]([O:17]C)=O)[CH2:6][CH2:5][CH2:4][CH2:3][CH2:2]1.[NH2:19][OH:20].[OH-].[Na+].Cl. (2) Given the product [CH3:1][C:2]1([C:7]2([CH2:10][CH2:11][C:12](=[O:14])[CH3:13])[CH2:9][CH2:8]2)[O:3][CH2:4][CH2:5][O:6]1, predict the reactants needed to synthesize it. The reactants are: [CH3:1][C:2]1([C:7]2(/[CH:10]=[CH:11]/[C:12](=[O:14])[CH3:13])[CH2:9][CH2:8]2)[O:6][CH2:5][CH2:4][O:3]1.[H][H]. (3) Given the product [NH2:15][C:9]1[CH:8]=[C:7]([C:18](=[O:20])[CH3:19])[CH:6]=[C:5]([C:1]([CH3:2])([CH3:3])[CH3:4])[C:10]=1[O:11][CH2:12][O:13][CH3:14], predict the reactants needed to synthesize it. The reactants are: [C:1]([C:5]1[CH:6]=[C:7]([C:18](=[O:20])[CH3:19])[CH:8]=[C:9]([N+:15]([O-])=O)[C:10]=1[O:11][CH2:12][O:13][CH3:14])([CH3:4])([CH3:3])[CH3:2]. (4) Given the product [NH2:12][C:13]1[O:14][CH2:15][C@@:16]2([N:32]=1)[C@H:29]1[C@@H:24]([CH2:25][CH2:26][C:27](=[O:30])[CH2:28]1)[O:23][C:22]1[C:17]2=[CH:18][C:19]([C:4]2[CH:5]=[C:6]([F:8])[CH:7]=[C:2]([Cl:1])[CH:3]=2)=[CH:20][CH:21]=1, predict the reactants needed to synthesize it. The reactants are: [Cl:1][C:2]1[CH:3]=[C:4](B(O)O)[CH:5]=[C:6]([F:8])[CH:7]=1.[NH2:12][C:13]1[O:14][CH2:15][C@@:16]2([N:32]=1)[C@H:29]1[C@@H:24]([CH2:25][CH2:26][C:27](=[O:30])[CH2:28]1)[O:23][C:22]1[C:17]2=[CH:18][C:19](Br)=[CH:20][CH:21]=1. (5) Given the product [NH2:13][C:4]1[CH:5]=[C:6]([CH:11]=[CH:12][C:3]=1[O:2][CH3:1])[C:7]([NH:9][CH3:10])=[O:8], predict the reactants needed to synthesize it. The reactants are: [CH3:1][O:2][C:3]1[CH:12]=[CH:11][C:6]([C:7]([NH:9][CH3:10])=[O:8])=[CH:5][C:4]=1[N+:13]([O-])=O.[Sn](Cl)(Cl)(Cl)Cl.[OH-].[Na+]. (6) Given the product [C:44]([O:43][C:41]([N:37]1[CH2:38][CH2:39][CH2:40][CH:36]1[C:33]1[NH:32][C:31]([C:28]2[CH:29]=[CH:30][C:25]([O:24][C:26]3[CH:25]=[CH:30][CH:29]=[C:28]([C:31]4[NH:32][C:79]([CH:81]5[CH2:85][CH2:84][CH2:83][N:82]5[C:86]([O:88][C:89]([CH3:90])([CH3:91])[CH3:92])=[O:87])=[N:34][CH:35]=4)[CH:27]=3)=[CH:26][CH:27]=2)=[CH:35][N:34]=1)=[O:42])([CH3:47])([CH3:46])[CH3:45], predict the reactants needed to synthesize it. The reactants are: C(OC(N1CCCC1C1NC(C2C=CC([O:24][C:25]3[CH:30]=[CH:29][C:28]([C:31]4[NH:32][C:33]([CH:36]5[CH2:40][CH2:39][CH2:38][N:37]5[C:41]([O:43][C:44]([CH3:47])([CH3:46])[CH3:45])=[O:42])=[N:34][CH:35]=4)=[CH:27][CH:26]=3)=CC=2)=CN=1)=O)(C)(C)C.[C:86]([N:82]1[CH2:83][CH2:84][CH2:85][CH:81]1[C:79](OCC(C1C=C(C=CC=1)OC1C=CC(C(=O)CO[C:79]([CH:81]2[CH2:85][CH2:84][CH2:83][N:82]2[C:86]([O:88][C:89]([CH3:92])([CH3:91])[CH3:90])=[O:87])=O)=CC=1)=O)=O)([O:88][C:89]([CH3:91])([CH3:90])[CH3:92])=[O:87]. (7) Given the product [Cl:6][C:7]1[CH:12]=[CH:11][C:10]([CH:13]2[CH2:14][CH2:15][CH2:16][C:1]2=[O:3])=[CH:9][CH:8]=1, predict the reactants needed to synthesize it. The reactants are: [CH:1]([OH:3])=O.OO.[Cl:6][C:7]1[CH:12]=[CH:11][C:10]([C:13]2C[CH2:16][CH2:15][CH:14]=2)=[CH:9][CH:8]=1. (8) Given the product [CH3:2][O:3][CH2:4][CH2:5][O:6][C:8]1[CH:12]=[CH:11][S:10][CH:9]=1, predict the reactants needed to synthesize it. The reactants are: [Na].[CH3:2][O:3][CH2:4][CH2:5][OH:6].Br[C:8]1[CH:12]=[CH:11][S:10][CH:9]=1.CCOCC. (9) The reactants are: [OH:1][C:2]1[CH:3]=[C:4]2[C:9](=[CH:10][CH:11]=1)[N:8]=[C:7]([CH2:12][N:13]1[CH2:18][CH2:17][CH:16]([C:19]([O:21][CH3:22])=[O:20])[CH2:15][CH2:14]1)[N:6]=[CH:5]2.[C:23]([C@@H:27]1[CH2:32][CH2:31][C@H:30](O)[CH2:29][CH2:28]1)([CH3:26])([CH3:25])[CH3:24].C1C=CC(P(C2C=CC=CC=2)C2C=CC=CC=2)=CC=1.CC(OC(/N=N/C(OC(C)C)=O)=O)C. Given the product [C:23]([C@H:27]1[CH2:32][CH2:31][C@H:30]([O:1][C:2]2[CH:3]=[C:4]3[C:9](=[CH:10][CH:11]=2)[N:8]=[C:7]([CH2:12][N:13]2[CH2:14][CH2:15][CH:16]([C:19]([O:21][CH3:22])=[O:20])[CH2:17][CH2:18]2)[N:6]=[CH:5]3)[CH2:29][CH2:28]1)([CH3:26])([CH3:25])[CH3:24], predict the reactants needed to synthesize it. (10) The reactants are: Cl.[CH3:2][S:3]([C:6]1[CH:12]=[CH:11][C:9]([NH2:10])=[CH:8][CH:7]=1)(=[O:5])=[O:4].C[Al](C)C.[CH3:17][C:18]1[N:23]=[C:22]([C:24]#[N:25])[CH:21]=[CH:20][CH:19]=1. Given the product [CH3:17][C:18]1[CH:19]=[CH:20][CH:21]=[C:22]([C:24](=[NH:25])[NH:10][C:9]2[CH:11]=[CH:12][C:6]([S:3]([CH3:2])(=[O:4])=[O:5])=[CH:7][CH:8]=2)[N:23]=1, predict the reactants needed to synthesize it.